Dataset: Forward reaction prediction with 1.9M reactions from USPTO patents (1976-2016). Task: Predict the product of the given reaction. (1) Given the reactants CC1(C)C(C)(C)OB([C:9]2[CH:18]=[CH:17][C:12]3[NH:13][C:14](=[O:16])[NH:15][C:11]=3[CH:10]=2)O1.BrC1C=CC2NC(=O)NC=2C=1.[N+](C1C=C(C=CC=1)C=C1OC2C=CC=CC=2CC2C=CC=CC1=2)([O-])=O.Br[CH:57]=[C:58]1[C:64]2[CH:65]=[CH:66][C:67]([F:69])=[CH:68][C:63]=2[CH2:62][CH2:61][C:60]2[CH:70]=[C:71]([F:74])[CH:72]=[CH:73][C:59]1=2.C([O-])([O-])=O.[Na+].[Na+], predict the reaction product. The product is: [F:69][C:67]1[CH:66]=[CH:65][C:64]2[C:58](=[CH:57][C:9]3[CH:18]=[CH:17][C:12]4[NH:13][C:14](=[O:16])[NH:15][C:11]=4[CH:10]=3)[C:59]3[CH:73]=[CH:72][C:71]([F:74])=[CH:70][C:60]=3[CH2:61][CH2:62][C:63]=2[CH:68]=1. (2) Given the reactants [NH2:1][N:2]1[N:11]=[C:10]([C:12]2[CH:17]=[CH:16][C:15]([Cl:18])=[CH:14][CH:13]=2)[C:9]2[C:4](=[CH:5][CH:6]=[CH:7][CH:8]=2)[C:3]1=[O:19].[Cl:20][C:21]1[CH:22]=[C:23]([CH2:28][C:29](O)=[O:30])[CH:24]=[CH:25][C:26]=1[Cl:27], predict the reaction product. The product is: [Cl:18][C:15]1[CH:16]=[CH:17][C:12]([C:10]2[C:9]3[C:4](=[CH:5][CH:6]=[CH:7][CH:8]=3)[C:3](=[O:19])[N:2]([NH:1][C:29](=[O:30])[CH2:28][C:23]3[CH:24]=[CH:25][C:26]([Cl:27])=[C:21]([Cl:20])[CH:22]=3)[N:11]=2)=[CH:13][CH:14]=1. (3) The product is: [Si:10]([O-:17])([O-:14])([O-:11])[O-:9].[OH-:1].[CH3:2][N+:3]([CH3:6])([CH3:5])[CH3:4].[CH3:2][N+:3]([CH3:6])([CH3:5])[CH3:4].[CH3:2][N+:3]([CH3:6])([CH3:5])[CH3:4].[CH3:2][N+:3]([CH3:6])([CH3:5])[CH3:4].[CH3:2][N+:3]([CH3:6])([CH3:5])[CH3:4]. Given the reactants [OH-:1].[CH3:2][N+:3]([CH3:6])([CH3:5])[CH3:4].C([O:9][Si:10]([O:17]CC)([O:14]CC)[O:11]CC)C, predict the reaction product. (4) Given the reactants COCCO[AlH2-]OCCOC.[Na+].[CH2:13]([C@H:16]1[C@H:20]([CH2:21][O:22][Si:23]([C:26]([CH3:29])([CH3:28])[CH3:27])([CH3:25])[CH3:24])[CH2:19][N:18]([C@@H:30]([C:32]2[CH:37]=[CH:36][CH:35]=[CH:34][CH:33]=2)[CH3:31])[C:17]1=O)[CH:14]=[CH2:15].O.O.O.O.C(C(C(C([O-])=O)O)O)([O-])=O.[Na+].[K+].C(OCC)(=O)C, predict the reaction product. The product is: [CH2:13]([C@H:16]1[C@H:20]([CH2:21][O:22][Si:23]([C:26]([CH3:29])([CH3:27])[CH3:28])([CH3:24])[CH3:25])[CH2:19][N:18]([C@@H:30]([C:32]2[CH:33]=[CH:34][CH:35]=[CH:36][CH:37]=2)[CH3:31])[CH2:17]1)[CH:14]=[CH2:15]. (5) The product is: [CH3:18][N:6]1[C:7]2[C:12](=[CH:11][C:10]([C:14]#[N:15])=[CH:9][CH:8]=2)[CH:13]=[C:5]1[C:4]([F:3])([F:16])[F:17]. Given the reactants [H-].[Na+].[F:3][C:4]([F:17])([F:16])[C:5]1[NH:6][C:7]2[C:12]([CH:13]=1)=[CH:11][C:10]([C:14]#[N:15])=[CH:9][CH:8]=2.[CH3:18]I, predict the reaction product. (6) The product is: [Br:16][CH2:14][C:13]([C:10]1[CH:11]=[N:12][C:7]([N:5]2[CH:6]=[C:2]([CH3:1])[N:3]=[CH:4]2)=[CH:8][CH:9]=1)=[O:15]. Given the reactants [CH3:1][C:2]1[N:3]=[CH:4][N:5]([C:7]2[N:12]=[CH:11][C:10]([C:13](=[O:15])[CH3:14])=[CH:9][CH:8]=2)[CH:6]=1.[Br:16]Br, predict the reaction product.